Task: Predict the reactants needed to synthesize the given product.. Dataset: Full USPTO retrosynthesis dataset with 1.9M reactions from patents (1976-2016) Given the product [CH2:6]([C:8]1[C:9](=[O:17])[NH:10][CH:11]=[C:12]([C:14]([O:16][CH3:18])=[O:15])[N:13]=1)[CH3:7], predict the reactants needed to synthesize it. The reactants are: S(Cl)(Cl)=O.Cl.[CH2:6]([C:8]1[C:9](=[O:17])[NH:10][CH:11]=[C:12]([C:14]([OH:16])=[O:15])[N:13]=1)[CH3:7].[CH3:18]O.